This data is from Full USPTO retrosynthesis dataset with 1.9M reactions from patents (1976-2016). The task is: Predict the reactants needed to synthesize the given product. Given the product [CH3:26][C:25]1[C:1]([C:2]2[CH:7]=[CH:6][CH:5]=[CH:4][CH:3]=2)=[N:19][C:17]2[CH:18]=[C:13]3[O:12][CH2:11][CH2:10][O:9][C:14]3=[CH:15][C:16]=2[C:21]=1[C:22]([OH:24])=[O:23], predict the reactants needed to synthesize it. The reactants are: [CH:1](=O)[C:2]1[CH:7]=[CH:6][CH:5]=[CH:4][CH:3]=1.[O:9]1[C:14]2[CH:15]=[CH:16][C:17]([NH2:19])=[CH:18][C:13]=2[O:12][CH2:11][CH2:10]1.O=[C:21]([CH2:25][CH3:26])[C:22]([OH:24])=[O:23].